Dataset: Full USPTO retrosynthesis dataset with 1.9M reactions from patents (1976-2016). Task: Predict the reactants needed to synthesize the given product. (1) Given the product [CH2:39]([O:38][C:36]([C:35]1[N:34]=[CH:33][N:32]2[C:26]3[CH:25]=[CH:24][C:23]([C:22]#[C:21][C:9]([CH3:15])([CH3:10])[CH3:8])=[CH:48][C:27]=3[C:28]([C:41]3[CH:42]=[CH:43][CH:44]=[CH:45][CH:46]=3)=[N:29][CH2:30][C:31]=12)=[O:37])[CH3:40], predict the reactants needed to synthesize it. The reactants are: [K+].[Br-].N1C2=[C:8]3N=NC=C[CH:10]=[C:9]3[CH:15]=CC2=NN=1.C[Si]([C:21]#[C:22][C:23]1[CH:24]=[CH:25][C:26]2[N:32]3[CH:33]=[N:34][C:35]([C:36]([O:38][CH2:39][CH3:40])=[O:37])=[C:31]3[CH2:30][N:29]=[C:28]([C:41]3[CH:46]=[CH:45][CH:44]=[CH:43][C:42]=3F)[C:27]=2[CH:48]=1)(C)C. (2) Given the product [CH2:26]([O:28][CH2:29][CH2:30][N:31]1[CH:35]=[C:34]([C:2]2[CH:7]=[CH:6][C:5]([N:8]3[C:12]4[N:13]=[C:14]([NH:17][C@@H:18]5[CH2:22][CH2:21][C@@H:20]([C:23]([NH2:25])=[O:24])[CH2:19]5)[N:15]=[CH:16][C:11]=4[N:10]=[N:9]3)=[CH:4][CH:3]=2)[CH:33]=[N:32]1)[CH3:27], predict the reactants needed to synthesize it. The reactants are: I[C:2]1[CH:7]=[CH:6][C:5]([N:8]2[C:12]3[N:13]=[C:14]([NH:17][C@@H:18]4[CH2:22][CH2:21][C@@H:20]([C:23]([NH2:25])=[O:24])[CH2:19]4)[N:15]=[CH:16][C:11]=3[N:10]=[N:9]2)=[CH:4][CH:3]=1.[CH2:26]([O:28][CH2:29][CH2:30][N:31]1[CH:35]=[C:34](B2OC(C)(C)C(C)(C)O2)[CH:33]=[N:32]1)[CH3:27].O.C(=O)([O-])[O-].[K+].[K+]. (3) Given the product [Cl:1][C:2]1[C:3]([O:30][C@H:31]2[CH2:35][CH2:34][CH2:33][C@@H:32]2[C:36]2[N:40]([CH3:41])[N:39]=[CH:38][CH:37]=2)=[CH:4][C:5]([F:29])=[C:6]([S:8]([NH:11][C:12]2[CH:17]=[CH:16][N:15]=[CH:14][N:13]=2)(=[O:10])=[O:9])[CH:7]=1, predict the reactants needed to synthesize it. The reactants are: [Cl:1][C:2]1[C:3]([O:30][C@H:31]2[CH2:35][CH2:34][CH2:33][C@@H:32]2[C:36]2[N:40]([CH3:41])[N:39]=[CH:38][CH:37]=2)=[CH:4][C:5]([F:29])=[C:6]([S:8]([N:11](CC2C=CC(OC)=CC=2OC)[C:12]2[CH:17]=[CH:16][N:15]=[CH:14][N:13]=2)(=[O:10])=[O:9])[CH:7]=1.C([SiH](CC)CC)C.FC(F)(F)C(O)=O. (4) Given the product [CH2:8]([O:10][C:11]1[CH:19]=[CH:18][C:17]([S:20]([N:23]2[CH2:24][CH2:25][N:26]([CH3:29])[CH2:27][CH2:28]2)(=[O:22])=[O:21])=[CH:16][C:12]=1[C:13]#[N:15])[CH3:9], predict the reactants needed to synthesize it. The reactants are: C(N(CC)CC)C.[CH2:8]([O:10][C:11]1[CH:19]=[CH:18][C:17]([S:20]([N:23]2[CH2:28][CH2:27][N:26]([CH3:29])[CH2:25][CH2:24]2)(=[O:22])=[O:21])=[CH:16][C:12]=1[C:13]([NH2:15])=O)[CH3:9].FC(F)(F)C(OC(=O)C(F)(F)F)=O. (5) Given the product [Cl:1][C:2]1[CH:27]=[CH:26][C:5]([CH2:6][N:7]2[C:15]3[C:10](=[CH:11][C:12]([CH:16]=[C:17]4[S:21][C:20]([N:40]5[CH2:41][CH2:42][N:37]([CH2:36][CH2:35][O:34][CH2:32][CH3:33])[CH2:38][CH2:39]5)=[N:19][C:18]4=[O:25])=[CH:13][CH:14]=3)[CH:9]=[N:8]2)=[C:4]([C:28]([F:31])([F:29])[F:30])[CH:3]=1, predict the reactants needed to synthesize it. The reactants are: [Cl:1][C:2]1[CH:27]=[CH:26][C:5]([CH2:6][N:7]2[C:15]3[C:10](=[CH:11][C:12]([CH:16]=[C:17]4[S:21][C:20](SCC)=[N:19][C:18]4=[O:25])=[CH:13][CH:14]=3)[CH:9]=[N:8]2)=[C:4]([C:28]([F:31])([F:30])[F:29])[CH:3]=1.[CH2:32]([O:34][CH2:35][CH2:36][N:37]1[CH2:42][CH2:41][NH:40][CH2:39][CH2:38]1)[CH3:33]. (6) Given the product [NH2:22][C:20]1[CH:19]=[CH:18][C:3]([O:4][C:5]2[N:10]=[CH:9][N:8]=[C:7]([NH:11][C:12]3[CH:17]=[CH:16][CH:15]=[CH:14][CH:13]=3)[CH:6]=2)=[C:2]([F:1])[CH:21]=1, predict the reactants needed to synthesize it. The reactants are: [F:1][C:2]1[CH:21]=[C:20]([N+:22]([O-])=O)[CH:19]=[CH:18][C:3]=1[O:4][C:5]1[N:10]=[CH:9][N:8]=[C:7]([NH:11][C:12]2[CH:17]=[CH:16][CH:15]=[CH:14][CH:13]=2)[CH:6]=1.[Cl-].[NH4+]. (7) Given the product [CH:30]1([CH2:29][O:28][C:22]2[CH:23]=[CH:24][C:25]([CH3:27])=[CH:26][C:21]=2[C:20]2[C:15]3[NH:14][C:13]([CH3:33])=[C:12]([C:10]([NH:9][C@H:6]4[CH2:7][CH2:8][C@@H:3]([NH:2][C:39](=[O:40])[C@@H:38]([OH:37])[CH3:42])[CH2:4][CH2:5]4)=[O:11])[C:16]=3[N:17]=[CH:18][N:19]=2)[CH2:31][CH2:32]1, predict the reactants needed to synthesize it. The reactants are: Cl.[NH2:2][C@@H:3]1[CH2:8][CH2:7][C@H:6]([NH:9][C:10]([C:12]2[C:16]3[N:17]=[CH:18][N:19]=[C:20]([C:21]4[CH:26]=[C:25]([CH3:27])[CH:24]=[CH:23][C:22]=4[O:28][CH2:29][CH:30]4[CH2:32][CH2:31]4)[C:15]=3[NH:14][C:13]=2[CH3:33])=[O:11])[CH2:5][CH2:4]1.C([O:37][C@@H:38]([CH3:42])[C:39](Cl)=[O:40])(=O)C. (8) The reactants are: C1(C2N=C(C3C4CCCCC=4SC=3NC(N3CCC[C@@H]3C(O)=O)=O)ON=2)CC1.[O:29]1[CH2:34][CH2:33][C:32](=O)[CH2:31][CH2:30]1.[CH3:36][C:37]1[N:38]=[C:39]([CH2:42][C:43]#[N:44])[O:40][CH:41]=1. Given the product [CH3:36][C:37]1[N:38]=[C:39]([C:42](=[C:32]2[CH2:33][CH2:34][O:29][CH2:30][CH2:31]2)[C:43]#[N:44])[O:40][CH:41]=1, predict the reactants needed to synthesize it. (9) The reactants are: [Cl:1][C:2]1[CH:7]=[CH:6][C:5]([CH2:8][C:9](=[O:16])[CH2:10][C:11]([O:13][CH2:14][CH3:15])=[O:12])=[CH:4][CH:3]=1.C(Cl)Cl.[Br:20]N1C(=O)CCC1=O. Given the product [Br:20][CH:10]([C:9](=[O:16])[CH2:8][C:5]1[CH:4]=[CH:3][C:2]([Cl:1])=[CH:7][CH:6]=1)[C:11]([O:13][CH2:14][CH3:15])=[O:12], predict the reactants needed to synthesize it. (10) Given the product [Cl:13][C:14]1[CH:15]=[C:16]([CH2:21][CH2:22][NH:23][CH2:10][C:8]2[O:9][C:5]3[CH:4]=[CH:3][C:2]([CH3:1])=[CH:12][C:6]=3[CH:7]=2)[CH:17]=[CH:18][C:19]=1[Cl:20], predict the reactants needed to synthesize it. The reactants are: [CH3:1][C:2]1[CH:3]=[CH:4][C:5]2[O:9][C:8]([CH:10]=O)=[CH:7][C:6]=2[CH:12]=1.[Cl:13][C:14]1[CH:15]=[C:16]([CH2:21][CH2:22][NH2:23])[CH:17]=[CH:18][C:19]=1[Cl:20].